The task is: Predict which catalyst facilitates the given reaction.. This data is from Catalyst prediction with 721,799 reactions and 888 catalyst types from USPTO. Reactant: [CH3:1][C:2]1[CH:7]=[C:6]([C:8]([CH:10]([CH3:12])[CH3:11])=[O:9])[C:5]([CH3:13])=[CH:4][C:3]=1[NH:14][C:15]([CH2:17][NH:18][C:19]1[CH:26]=[CH:25][C:22]([C:23]#[N:24])=[CH:21][CH:20]=1)=[O:16].Cl.C([O-])(=O)C.[NH4+:32]. Product: [CH3:1][C:2]1[CH:7]=[C:6]([C:8]([CH:10]([CH3:12])[CH3:11])=[O:9])[C:5]([CH3:13])=[CH:4][C:3]=1[NH:14][C:15]([CH2:17][NH:18][C:19]1[CH:20]=[CH:21][C:22]([C:23]([NH2:32])=[NH:24])=[CH:25][CH:26]=1)=[O:16]. The catalyst class is: 8.